From a dataset of Full USPTO retrosynthesis dataset with 1.9M reactions from patents (1976-2016). Predict the reactants needed to synthesize the given product. Given the product [CH:1]([C:4]1[C:5]([O:29][CH2:30][O:31][CH3:32])=[CH:6][C:7]([O:25][CH2:26][O:27][CH3:28])=[C:8]([C:10]2[N:14]([C:15]3[CH:16]=[CH:17][C:18]([O:21][CH3:22])=[CH:19][CH:20]=3)[C:13]([S:44]([CH3:34])(=[O:47])=[O:45])=[N:12][N:11]=2)[CH:9]=1)([CH3:2])[CH3:3], predict the reactants needed to synthesize it. The reactants are: [CH:1]([C:4]1[C:5]([O:29][CH2:30][O:31][CH3:32])=[CH:6][C:7]([O:25][CH2:26][O:27][CH3:28])=[C:8]([C:10]2[N:14]([C:15]3[CH:20]=[CH:19][C:18]([O:21][CH3:22])=[CH:17][CH:16]=3)[C:13](SC)=[N:12][N:11]=2)[CH:9]=1)([CH3:3])[CH3:2].Cl[C:34]1C=CC=C(C(OO)=O)C=1.[S:44]([O-:47])([O-])=[O:45].[K+].[K+].